The task is: Predict the reactants needed to synthesize the given product.. This data is from Full USPTO retrosynthesis dataset with 1.9M reactions from patents (1976-2016). (1) Given the product [F:28][C:2]([F:1])([F:27])[C:3]([C:5]1[C:13]2[C:8](=[CH:9][CH:10]=[CH:11][C:12]=2[C:30]2[CH:35]=[CH:34][CH:33]=[CH:32][N:31]=2)[N:7]([CH2:23][CH2:24][O:25][CH3:26])[CH:6]=1)=[O:4], predict the reactants needed to synthesize it. The reactants are: [F:1][C:2]([F:28])([F:27])[C:3]([C:5]1[C:13]2[C:8](=[CH:9][CH:10]=[CH:11][C:12]=2B2OC(C)(C)C(C)(C)O2)[N:7]([CH2:23][CH2:24][O:25][CH3:26])[CH:6]=1)=[O:4].Br[C:30]1[CH:35]=[CH:34][CH:33]=[CH:32][N:31]=1.C([O-])([O-])=O.[Cs+].[Cs+].C(Cl)Cl. (2) Given the product [C:29]1([CH:7]([C:1]2[CH:6]=[CH:5][CH:4]=[CH:3][CH:2]=2)[N:8]2[C:16]3[C:11](=[CH:12][CH:13]=[CH:14][CH:15]=3)[C:10]3([C:17]4[CH:18]=[C:19]5[C:24](=[CH:25][C:26]=4[O:27][CH2:35]3)[O:23][CH2:22][CH2:21][CH2:20]5)[C:9]2=[O:28])[CH:34]=[CH:33][CH:32]=[CH:31][CH:30]=1, predict the reactants needed to synthesize it. The reactants are: [C:1]1([CH:7]([C:29]2[CH:34]=[CH:33][CH:32]=[CH:31][CH:30]=2)[N:8]2[C:16]3[C:11](=[CH:12][CH:13]=[CH:14][CH:15]=3)[CH:10]([C:17]3[CH:18]=[C:19]4[C:24](=[CH:25][C:26]=3[OH:27])[O:23][CH2:22][CH2:21][CH2:20]4)[C:9]2=[O:28])[CH:6]=[CH:5][CH:4]=[CH:3][CH:2]=1.[C:35]1(C(C2C=CC=CC=2)N2C3C(=CC=CC=3)C(C3C=C(C)C(OC)=CC=3O)C2=O)C=CC=CC=1. (3) Given the product [O:26]1[C:30]2[CH:31]=[CH:32][CH:33]=[CH:34][C:29]=2[CH:28]([NH:35][C:8]2[CH:7]=[CH:6][C:5]3[C:10](=[CH:11][CH:12]=[CH:13][C:4]=3[NH:1][S:22]([C:19]3[CH:20]=[CH:21][C:16]([F:15])=[CH:17][CH:18]=3)(=[O:24])=[O:23])[N:9]=2)[CH2:27]1, predict the reactants needed to synthesize it. The reactants are: [N+:1]([C:4]1[CH:13]=[CH:12][CH:11]=[C:10]2[C:5]=1[CH:6]=[CH:7][C:8](Cl)=[N:9]2)([O-])=O.[F:15][C:16]1[CH:21]=[CH:20][C:19]([S:22](Cl)(=[O:24])=[O:23])=[CH:18][CH:17]=1.[O:26]1[C:30]2[CH:31]=[CH:32][CH:33]=[CH:34][C:29]=2[CH:28]([NH2:35])[CH2:27]1. (4) Given the product [Br:12][C:8]1[S:9][CH:10]=[CH:11][C:7]=1[CH2:1][CH2:2][CH2:3][CH2:4][CH2:5][CH3:6], predict the reactants needed to synthesize it. The reactants are: [CH2:1]([C:7]1[CH:11]=[CH:10][S:9][CH:8]=1)[CH2:2][CH2:3][CH2:4][CH2:5][CH3:6].[Br:12]N1C(=O)CCC1=O.O.CCCCCC. (5) Given the product [NH:30]1[C:29]([C:26]2[CH:27]=[C:28]3[C:23](=[CH:24][CH:25]=2)[NH:22][N:21]=[C:20]3[C:16]2[CH:15]=[C:14]([C:12]([NH:11][C@H:3]3[C:4]4[C:9](=[CH:8][CH:7]=[CH:6][CH:5]=4)[CH2:10][C@H:2]3[OH:1])=[O:13])[CH:19]=[CH:18][CH:17]=2)=[N:33][CH:32]=[N:31]1, predict the reactants needed to synthesize it. The reactants are: [OH:1][C@@H:2]1[CH2:10][C:9]2[C:4](=[CH:5][CH:6]=[CH:7][CH:8]=2)[C@@H:3]1[NH:11][C:12]([C:14]1[CH:19]=[CH:18][CH:17]=[C:16]([C:20]2[C:28]3[C:23](=[CH:24][CH:25]=[C:26]([C:29]4[N:33]=[CH:32][N:31](C(C5C=CC=CC=5)(C5C=CC=CC=5)C5C=CC=CC=5)[N:30]=4)[CH:27]=3)[N:22](C3CCCCO3)[N:21]=2)[CH:15]=1)=[O:13].Cl.C(=O)(O)[O-].[Na+]. (6) Given the product [Cl:17][C:18]1[CH:23]=[C:22]([N+:24]([O-:26])=[O:25])[C:21]([O:27][CH3:28])=[CH:20][C:19]=1[CH2:29][CH2:30][NH:16][C@H:14]([CH:11]1[CH2:12][CH2:13][N:8]([C:6]([O:5][C:1]([CH3:4])([CH3:3])[CH3:2])=[O:7])[CH2:9][CH2:10]1)[CH3:15], predict the reactants needed to synthesize it. The reactants are: [C:1]([O:5][C:6]([N:8]1[CH2:13][CH2:12][CH:11]([C@@H:14]([NH2:16])[CH3:15])[CH2:10][CH2:9]1)=[O:7])([CH3:4])([CH3:3])[CH3:2].[Cl:17][C:18]1[CH:23]=[C:22]([N+:24]([O-:26])=[O:25])[C:21]([O:27][CH3:28])=[CH:20][C:19]=1[CH:29]=[CH2:30].C1(C=CC(O)=CC=1)O. (7) Given the product [ClH:14].[Cl:14][CH2:9][C@@H:8]([NH:7][C:4]1[CH:5]=[CH:6][N:1]=[CH:2][CH:3]=1)[CH3:11], predict the reactants needed to synthesize it. The reactants are: [N:1]1[CH:6]=[CH:5][C:4]([NH:7][C@@H:8]([CH3:11])[CH2:9]O)=[CH:3][CH:2]=1.S(Cl)([Cl:14])=O.